Predict which catalyst facilitates the given reaction. From a dataset of Catalyst prediction with 721,799 reactions and 888 catalyst types from USPTO. (1) Reactant: [NH2:1][C:2]1[S:3][C:4]([CH:7]2[CH2:12][CH2:11][N:10](C(OC(C)(C)C)=O)[CH2:9][CH2:8]2)=[CH:5][N:6]=1.[ClH:20].C(OCC)(=O)C. Product: [ClH:20].[NH:10]1[CH2:9][CH2:8][CH:7]([C:4]2[S:3][C:2]([NH2:1])=[N:6][CH:5]=2)[CH2:12][CH2:11]1. The catalyst class is: 13. (2) Reactant: [Cl:1][C:2]1[CH:3]=[CH:4][C:5]([NH:10][CH:11]2[CH2:13][CH2:12]2)=C([CH:9]=1)C#N.[OH-:14].[K+].Cl.C1(C)C=CC=CC=1.[CH3:24][CH2:25][OH:26]. Product: [Cl:1][C:2]1[CH:3]=[CH:4][C:5]([NH:10][CH:11]2[CH2:13][CH2:12]2)=[C:24]([CH:9]=1)[C:25]([OH:14])=[O:26]. The catalyst class is: 6. (3) Reactant: [OH:1][CH2:2][CH:3]1[CH2:8][CH2:7][N:6]([C:9]2[CH:16]=[CH:15][C:12]([C:13]#[N:14])=[CH:11][C:10]=2[C:17]([F:20])([F:19])[F:18])[CH2:5][CH2:4]1.C(N(CC)CC)C.O. Product: [CH:2]([CH:3]1[CH2:8][CH2:7][N:6]([C:9]2[CH:16]=[CH:15][C:12]([C:13]#[N:14])=[CH:11][C:10]=2[C:17]([F:20])([F:18])[F:19])[CH2:5][CH2:4]1)=[O:1]. The catalyst class is: 16.